Task: Regression. Given a peptide amino acid sequence and an MHC pseudo amino acid sequence, predict their binding affinity value. This is MHC class I binding data.. Dataset: Peptide-MHC class I binding affinity with 185,985 pairs from IEDB/IMGT (1) The peptide sequence is RYGWWVGEM. The MHC is H-2-Kd with pseudo-sequence H-2-Kd. The binding affinity (normalized) is 0. (2) The peptide sequence is ETKKTMLAL. The MHC is HLA-B51:01 with pseudo-sequence HLA-B51:01. The binding affinity (normalized) is 0.0847.